The task is: Predict the reaction yield, written as a fraction of the theoretical maximum amount of product (1.0 means a 100% yield; for example, 0.34 means a 34% yield).. This data is from Reaction yield outcomes from USPTO patents with 853,638 reactions. (1) The reactants are [CH2:1]([C:15]1[CH:21]=[CH:20][C:18]([NH2:19])=[CH:17][CH:16]=1)[CH2:2][CH2:3][CH2:4][CH2:5][CH2:6][CH2:7][CH2:8][CH2:9][CH2:10][CH2:11][CH2:12][CH2:13][CH3:14].[F:22][B-:23]([F:26])([F:25])[F:24].[N:27]#[O+].[K+].[Br-]. The catalyst is C(#N)C.C(Cl)Cl. The product is [F:22][B-:23]([F:26])([F:25])[F:24].[CH2:1]([C:15]1[CH:16]=[CH:17][C:18]([N+:19]#[N:27])=[CH:20][CH:21]=1)[CH2:2][CH2:3][CH2:4][CH2:5][CH2:6][CH2:7][CH2:8][CH2:9][CH2:10][CH2:11][CH2:12][CH2:13][CH3:14]. The yield is 0.690. (2) The yield is 0.500. The product is [Si:25]([O:24][CH2:23][C@@H:13]([N:12]1[C:11]2[C:10]3[CH:9]=[CH:8][CH:7]=[CH:6][C:5]=3[N:4]=[CH:3][C:2]=2[N:1]=[C:35]1[CH2:34][Cl:33])[CH2:14][NH:15][C:16](=[O:22])[O:17][C:18]([CH3:21])([CH3:20])[CH3:19])([C:28]([CH3:31])([CH3:30])[CH3:29])([CH3:26])[CH3:27]. The reactants are [NH2:1][C:2]1[CH:3]=[N:4][C:5]2[C:10]([C:11]=1[NH:12][C@H:13]([CH2:23][O:24][Si:25]([C:28]([CH3:31])([CH3:30])[CH3:29])([CH3:27])[CH3:26])[CH2:14][NH:15][C:16](=[O:22])[O:17][C:18]([CH3:21])([CH3:20])[CH3:19])=[CH:9][CH:8]=[CH:7][CH:6]=2.Cl.[Cl:33][CH2:34][C:35](=N)OCC.C(=O)(O)[O-].[Na+].C(Cl)(Cl)Cl. The catalyst is ClCCCl. (3) The reactants are [S:1]1[CH2:6][CH2:5][CH:4]([C:7]#[N:8])[CH2:3][CH2:2]1.[Li+].[CH3:10]C([N-]C(C)C)C.CI.O. The catalyst is C1COCC1.CCOCC.[Cl-].[Na+].O. The product is [CH3:10][C:4]1([C:7]#[N:8])[CH2:5][CH2:6][S:1][CH2:2][CH2:3]1. The yield is 0.760. (4) The reactants are [C:1]1([S:11]([NH2:14])(=[O:13])=[O:12])[C:2]([S:7]([NH2:10])(=[O:9])=[O:8])=[CH:3][CH:4]=[CH:5][CH:6]=1.[Br:15][C:16]1[C:24]([O:25][CH3:26])=[CH:23][C:19]([C:20](O)=[O:21])=[CH:18][C:17]=1[O:27][CH3:28].Cl.CN(C)CCCN=C=NCC.O. The catalyst is CN(C)C1C=CN=CC=1.CN(C)C=O. The product is [Br:15][C:16]1[C:24]([O:25][CH3:26])=[CH:23][C:19]([C:20]([NH:10][S:7]([C:2]2[CH:3]=[CH:4][CH:5]=[CH:6][C:1]=2[S:11](=[O:13])(=[O:12])[NH2:14])(=[O:9])=[O:8])=[O:21])=[CH:18][C:17]=1[O:27][CH3:28]. The yield is 0.560. (5) The reactants are C([NH:4][C:5]1[CH:10]=[CH:9][CH:8]=[CH:7][CH:6]=1)(=O)C.[C:11]1([C:17]#[CH:18])[CH:16]=[CH:15][CH:14]=[CH:13][CH:12]=1.[CH3:19][CH2:20][O:21][C:22](C)=[O:23]. The catalyst is O1CCOCC1.CN(C)C(=N)N(C)C.CCCCCC.Cl[Pd](Cl)([P](C1C=CC=CC=1)(C1C=CC=CC=1)C1C=CC=CC=1)[P](C1C=CC=CC=1)(C1C=CC=CC=1)C1C=CC=CC=1.[Cu]I. The product is [C:11]1([C:17]2[NH:4][C:5]3[C:6]([CH:18]=2)=[CH:7][C:8]([C:22]([O:21][CH2:20][CH3:19])=[O:23])=[CH:9][CH:10]=3)[CH:16]=[CH:15][CH:14]=[CH:13][CH:12]=1. The yield is 0.820. (6) The reactants are C[N:2](C)/C=C/C(C1SC(N2CCN(CC3C=CC(C(F)(F)F)=CC=3)C2=O)=NC=1C)=O.C[N:32](C)/[C:33](/[CH3:60])=[CH:34]/[C:35]([C:37]1[S:41][C:40]([N:42]2[CH2:46][CH2:45][N:44]([CH2:47][C:48]3[CH:53]=[CH:52][C:51]([C:54]([F:57])([F:56])[F:55])=[CH:50][CH:49]=3)[C:43]2=[O:58])=[N:39][C:38]=1[CH3:59])=O.O.NN. No catalyst specified. The product is [CH3:59][C:38]1[N:39]=[C:40]([N:42]2[CH2:46][CH2:45][N:44]([CH2:47][C:48]3[CH:49]=[CH:50][C:51]([C:54]([F:56])([F:55])[F:57])=[CH:52][CH:53]=3)[C:43]2=[O:58])[S:41][C:37]=1[C:35]1[CH:34]=[C:33]([CH3:60])[NH:32][N:2]=1. The yield is 0.670. (7) The reactants are N1C=CN=C1.[Si:6](Cl)([C:9]([CH3:12])([CH3:11])[CH3:10])([CH3:8])[CH3:7].[CH3:14][O:15][C:16](=[O:21])[C@H:17]([CH3:20])[CH2:18][OH:19].O. The catalyst is CN(C)C=O. The product is [CH3:14][O:15][C:16](=[O:21])[C@H:17]([CH3:20])[CH2:18][O:19][Si:6]([C:9]([CH3:12])([CH3:11])[CH3:10])([CH3:8])[CH3:7]. The yield is 0.950. (8) The reactants are [F:1][B-:2]([F:5])([F:4])[F:3].[C:6]1([C:12]2[CH:17]=[C:16]([C:18]3[CH:23]=[CH:22][CH:21]=[CH:20][CH:19]=3)[CH:15]=[C:14]([C:24]3[CH:29]=[CH:28][CH:27]=[CH:26][CH:25]=3)[O+]=2)[CH:11]=[CH:10][CH:9]=[CH:8][CH:7]=1.[NH2:30][C:31]1[CH:36]=[CH:35][CH:34]=[CH:33][CH:32]=1. The catalyst is C(O)C. The product is [F:1][B-:2]([F:5])([F:4])[F:3].[C:31]1([N+:30]2[C:12]([C:6]3[CH:11]=[CH:10][CH:9]=[CH:8][CH:7]=3)=[CH:17][C:16]([C:18]3[CH:23]=[CH:22][CH:21]=[CH:20][CH:19]=3)=[CH:15][C:14]=2[C:24]2[CH:29]=[CH:28][CH:27]=[CH:26][CH:25]=2)[CH:36]=[CH:35][CH:34]=[CH:33][CH:32]=1. The yield is 0.870. (9) The reactants are [Cl:1][C:2]1[CH:7]=[C:6]([O:8][C:9]2[C:10]3[NH:17][CH:16]=[CH:15][C:11]=3[N:12]=[CH:13][N:14]=2)[CH:5]=[CH:4][C:3]=1[NH:18][C:19]([NH:21][C:22]1[CH:27]=[CH:26][CH:25]=[C:24]([C:28]([F:31])([F:30])[F:29])[CH:23]=1)=[O:20].O.[C:33]1([CH3:43])[CH:38]=[CH:37][C:36]([S:39]([OH:42])(=[O:41])=[O:40])=[CH:35][CH:34]=1. The catalyst is C(O)C. The product is [C:33]1([CH3:43])[CH:34]=[CH:35][C:36]([S:39]([OH:42])(=[O:40])=[O:41])=[CH:37][CH:38]=1.[Cl:1][C:2]1[CH:7]=[C:6]([O:8][C:9]2[C:10]3[NH:17][CH:16]=[CH:15][C:11]=3[N:12]=[CH:13][N:14]=2)[CH:5]=[CH:4][C:3]=1[NH:18][C:19]([NH:21][C:22]1[CH:27]=[CH:26][CH:25]=[C:24]([C:28]([F:30])([F:29])[F:31])[CH:23]=1)=[O:20]. The yield is 0.580. (10) The reactants are [Cl:1][C:2]1[N:7]=[N:6][C:5]([OH:8])=[CH:4][CH:3]=1.C(=O)([O-])[O-].[K+].[K+].Br[CH2:16][C:17]([O:19][CH2:20][CH3:21])=[O:18]. The catalyst is CN(C=O)C. The product is [Cl:1][C:2]1[CH:3]=[CH:4][C:5](=[O:8])[N:6]([CH2:16][C:17]([O:19][CH2:20][CH3:21])=[O:18])[N:7]=1. The yield is 0.603.